From a dataset of Forward reaction prediction with 1.9M reactions from USPTO patents (1976-2016). Predict the product of the given reaction. (1) The product is: [CH2:1]([N:8]1[CH:13]=[CH:12][C:11]([O:14][CH2:15][C:16]2[CH:21]=[CH:20][CH:19]=[CH:18][CH:17]=2)=[C:10]([CH:24]=[CH2:25])[C:9]1=[O:23])[C:2]1[CH:7]=[CH:6][CH:5]=[CH:4][CH:3]=1. Given the reactants [CH2:1]([N:8]1[CH:13]=[CH:12][C:11]([O:14][CH2:15][C:16]2[CH:21]=[CH:20][CH:19]=[CH:18][CH:17]=2)=[C:10](I)[C:9]1=[O:23])[C:2]1[CH:7]=[CH:6][CH:5]=[CH:4][CH:3]=1.[CH:24]([Sn](CCCC)(CCCC)CCCC)=[CH2:25].CN(C=O)C, predict the reaction product. (2) Given the reactants [CH3:1][N:2]([CH3:14])[C:3]([C:5]1[CH:13]=[C:12]2[C:8]([CH:9]=[CH:10][NH:11]2)=[CH:7][CH:6]=1)=O.C([BH3-])#N.[Na+].O.[OH-].[Na+].[Cl:22]CCl, predict the reaction product. The product is: [ClH:22].[ClH:22].[NH:11]1[C:12]2[C:8](=[CH:7][CH:6]=[C:5]([CH2:3][N:2]([CH3:14])[CH3:1])[CH:13]=2)[CH2:9][CH2:10]1. (3) Given the reactants P(Cl)(Cl)(Cl)(Cl)[Cl:2].[F:7][C:8]1[CH:17]=[C:16]2[C:11]([C:12](=O)[NH:13][C:14]([C:18]3[O:19][C:20]([N+:23]([O-:25])=[O:24])=[CH:21][CH:22]=3)=[N:15]2)=[CH:10][CH:9]=1.CCOCC, predict the reaction product. The product is: [Cl:2][C:12]1[C:11]2[C:16](=[CH:17][C:8]([F:7])=[CH:9][CH:10]=2)[N:15]=[C:14]([C:18]2[O:19][C:20]([N+:23]([O-:25])=[O:24])=[CH:21][CH:22]=2)[N:13]=1. (4) Given the reactants Cl[C:2]1[CH:3]=[C:4]([NH:11][C:12]2[CH:17]=[CH:16][C:15]([N:18]3[CH2:23][CH2:22][N:21]([CH:24]4[CH2:27][O:26][CH2:25]4)[CH2:20][CH2:19]3)=[CH:14][N:13]=2)[C:5]2[N:9]=[CH:8][NH:7][C:6]=2[CH:10]=1.C([O:31][CH2:32][C:33]1[C:34]([N:48]2[CH2:60][CH2:59][N:51]3[C:52]4[CH2:53][CH2:54][CH2:55][CH2:56][C:57]=4[CH:58]=[C:50]3[C:49]2=[O:61])=[N:35][CH:36]=[CH:37][C:38]=1B1OC(C)(C)C(C)(C)O1)(=O)C.C(=O)([O-])[O-].[K+].[K+].C1(P(C2CCCCC2)C2CCCCC2)CCCCC1, predict the reaction product. The product is: [OH:31][CH2:32][C:33]1[C:34]([N:48]2[CH2:60][CH2:59][N:51]3[C:52]4[CH2:53][CH2:54][CH2:55][CH2:56][C:57]=4[CH:58]=[C:50]3[C:49]2=[O:61])=[N:35][CH:36]=[CH:37][C:38]=1[C:2]1[CH:3]=[C:4]([NH:11][C:12]2[CH:17]=[CH:16][C:15]([N:18]3[CH2:23][CH2:22][N:21]([CH:24]4[CH2:25][O:26][CH2:27]4)[CH2:20][CH2:19]3)=[CH:14][N:13]=2)[C:5]2[N:9]=[CH:8][NH:7][C:6]=2[CH:10]=1. (5) Given the reactants [H-].C([Al+]CC(C)C)C(C)C.C([O:13][C:14](=O)[C:15]1[C:16](=[C:22]([CH3:39])[C:23]([O:27][C:28]2[CH:33]=[CH:32][C:31]([O:34][CH3:35])=[C:30]([CH:36]([CH3:38])[CH3:37])[CH:29]=2)=[C:24]([CH3:26])[CH:25]=1)[C:17](OCC)=[O:18])C, predict the reaction product. The product is: [CH3:39][C:22]1[C:16]([CH2:17][OH:18])=[C:15]([CH:25]=[C:24]([CH3:26])[C:23]=1[O:27][C:28]1[CH:33]=[CH:32][C:31]([O:34][CH3:35])=[C:30]([CH:36]([CH3:38])[CH3:37])[CH:29]=1)[CH2:14][OH:13]. (6) Given the reactants [Cl:1][C:2]1[N:7]=[CH:6][C:5]2[N:8]=[C:9]([C:12]3[CH:13]=[N:14][NH:15][CH:16]=3)[N:10]([CH3:11])[C:4]=2[CH:3]=1.[H-].[Na+].CN(C=O)C.[CH3:24][Si:25]([CH3:32])([CH3:31])[CH2:26][CH2:27][O:28][CH2:29]Cl, predict the reaction product. The product is: [Cl:1][C:2]1[N:7]=[CH:6][C:5]2[N:8]=[C:9]([C:12]3[CH:16]=[N:15][N:14]([CH2:29][O:28][CH2:27][CH2:26][Si:25]([CH3:32])([CH3:31])[CH3:24])[CH:13]=3)[N:10]([CH3:11])[C:4]=2[CH:3]=1.